Predict the product of the given reaction. From a dataset of Forward reaction prediction with 1.9M reactions from USPTO patents (1976-2016). (1) Given the reactants [CH3:1][NH:2][C@H:3]1[CH2:8][CH2:7][C@H:6]([CH2:9][CH2:10][CH2:11][CH2:12][CH2:13]OS(C)(=O)=O)[CH2:5][CH2:4]1.FC(F)(F)C(O)=O.Cl[C:27]([O:29][C:30]1[CH:35]=[CH:34][C:33]([C:36]([F:39])([F:38])[F:37])=[CH:32][CH:31]=1)=[O:28].[CH2:40]([NH:42][CH2:43][CH2:44][OH:45])[CH3:41], predict the reaction product. The product is: [F:37][C:36]([F:39])([F:38])[C:33]1[CH:34]=[CH:35][C:30]([O:29][C:27](=[O:28])[N:2]([C@H:3]2[CH2:4][CH2:5][C@H:6]([CH2:9][CH2:10][CH2:11][CH2:12][CH2:13][N:42]([CH2:40][CH3:41])[CH2:43][CH2:44][OH:45])[CH2:7][CH2:8]2)[CH3:1])=[CH:31][CH:32]=1. (2) Given the reactants [OH:1][N:2]1[C:7]([CH3:9])([CH3:8])[CH2:6][CH:5]([OH:10])[CH2:4][C:3]1([CH3:12])[CH3:11].N(OC(C)(C)C)=O.[Br:20][C:21]1[CH:27]=[C:26]([Br:28])[CH:25]=[CH:24][C:22]=1N, predict the reaction product. The product is: [Br:20][C:21]1[CH:27]=[C:26]([Br:28])[CH:25]=[CH:24][C:22]=1[O:1][N:2]1[C:7]([CH3:8])([CH3:9])[CH2:6][CH:5]([OH:10])[CH2:4][C:3]1([CH3:12])[CH3:11]. (3) Given the reactants [OH:1][C:2]([C:4]([F:7])([F:6])[F:5])=[O:3].OC(C(F)(F)F)=O.[CH:15]12[O:22][CH:19]([CH2:20][CH2:21]1)[CH2:18][N:17]([C:23]1[N:28]=[C:27]([N:29]3[CH2:34][CH2:33][NH:32][CH2:31][CH2:30]3)[N:26]=[C:25]([C:35]3[CH:40]=[CH:39][C:38]([NH:41][C:42]([NH:44][C:45]4[CH:50]=[CH:49][N:48]=[CH:47][CH:46]=4)=[O:43])=[CH:37][CH:36]=3)[N:24]=1)[CH2:16]2.C(N(CC)CC)C.Cl[C:59]([O:61][CH3:62])=[O:60], predict the reaction product. The product is: [CH:19]12[O:22][CH:15]([CH2:21][CH2:20]1)[CH2:16][N:17]([C:23]1[N:24]=[C:25]([C:35]3[CH:36]=[CH:37][C:38]([NH:41][C:42](=[O:43])[NH:44][C:45]4[CH:46]=[CH:47][N:48]=[CH:49][CH:50]=4)=[CH:39][CH:40]=3)[N:26]=[C:27]([N:29]3[CH2:34][CH2:33][N:32]([C:59]([O:61][CH3:62])=[O:60])[CH2:31][CH2:30]3)[N:28]=1)[CH2:18]2.[C:2]([OH:3])([C:4]([F:7])([F:6])[F:5])=[O:1]. (4) Given the reactants [H-].C([Al+]CC(C)C)C(C)C.[N:11]1([C:24]([O:26][C:27]([CH3:30])([CH3:29])[CH3:28])=[O:25])[C:19]2[C:14](=[CH:15][CH:16]=[C:17]([C:20](OC)=[O:21])[CH:18]=2)[CH:13]=[CH:12]1, predict the reaction product. The product is: [OH:21][CH2:20][C:17]1[CH:18]=[C:19]2[C:14]([CH:13]=[CH:12][N:11]2[C:24]([O:26][C:27]([CH3:30])([CH3:29])[CH3:28])=[O:25])=[CH:15][CH:16]=1. (5) Given the reactants [NH:1]1[CH:5]=[CH:4][N:3]=[C:2]1[NH:6][C:7]([C:9]1[C:17]2[NH:16][C:15]([NH2:18])=[N:14][C:13]=2[CH:12]=[CH:11][CH:10]=1)=[O:8].N1([C:24]([N:26]2[CH:30]=[CH:29][N:28]=[CH:27]2)=[O:25])C=CN=C1.C1C2[C:35](=[CH:36][CH:37]=[CH:38]C=2)[CH:34]=[C:33](N)N=1, predict the reaction product. The product is: [NH:3]1[CH:4]=[CH:5][N:1]=[C:2]1[NH:6][C:7]([C:9]1[C:17]2[N:16]=[C:15]([NH:18][C:24]([NH:26][C:27]3[N:28]=[CH:29][C:30]4[C:37]([CH:38]=3)=[CH:36][CH:35]=[CH:34][CH:33]=4)=[O:25])[NH:14][C:13]=2[CH:12]=[CH:11][CH:10]=1)=[O:8]. (6) Given the reactants [CH2:1]([C@@H:8]1[CH2:12]OC(=O)[N:9]1[C:14](=[O:36])[CH:15]([CH2:19][C:20]1[C:25]([Cl:26])=[CH:24][C:23]([O:27]CC2C=CC=CC=2)=[CH:22][C:21]=1[Cl:35])[CH2:16][CH:17]=O)[C:2]1C=CC=CC=1.NC1CC[O:41][CH2:40]C1.C(O)(=O)C.C(O[BH-](OC(=O)C)OC(=O)C)(=O)C.[Na+], predict the reaction product. The product is: [Cl:26][C:25]1[CH:24]=[C:23]([OH:27])[CH:22]=[C:21]([Cl:35])[C:20]=1[CH2:19][C@@H:15]1[CH2:16][CH2:17][N:9]([CH:8]2[CH2:1][CH2:2][O:41][CH2:40][CH2:12]2)[C:14]1=[O:36]. (7) Given the reactants [F:1][C:2]([C:5]1[CH:24]=[CH:23][C:8]([CH2:9][CH:10]2[CH:14]([C:15]3[CH:20]=[CH:19][C:18]([F:21])=[CH:17][CH:16]=3)[O:13]C(=O)[NH:11]2)=[CH:7][CH:6]=1)([F:4])[CH3:3].[OH-].[Na+], predict the reaction product. The product is: [NH2:11][CH:10]([CH2:9][C:8]1[CH:7]=[CH:6][C:5]([C:2]([F:4])([F:1])[CH3:3])=[CH:24][CH:23]=1)[CH:14]([C:15]1[CH:20]=[CH:19][C:18]([F:21])=[CH:17][CH:16]=1)[OH:13]. (8) Given the reactants [F:1][C:2]1[CH:10]=[C:9]2[C:5]([C:6]([C:20]3[CH:21]=[N:22][N:23]([CH2:25][CH:26]4[CH2:31][CH2:30][NH:29][CH2:28][CH2:27]4)[CH:24]=3)=[CH:7][N:8]2[S:11]([C:14]2[CH:19]=[CH:18][CH:17]=[CH:16][CH:15]=2)(=[O:13])=[O:12])=[CH:4][CH:3]=1.[C:32]([O:39][CH3:40])(=[O:38])[CH2:33][CH2:34][C:35]([O-])=[O:36], predict the reaction product. The product is: [F:1][C:2]1[CH:10]=[C:9]2[C:5]([C:6]([C:20]3[CH:21]=[N:22][N:23]([CH2:25][CH:26]4[CH2:31][CH2:30][N:29]([C:35](=[O:36])[CH2:34][CH2:33][C:32]([O:39][CH3:40])=[O:38])[CH2:28][CH2:27]4)[CH:24]=3)=[CH:7][N:8]2[S:11]([C:14]2[CH:15]=[CH:16][CH:17]=[CH:18][CH:19]=2)(=[O:12])=[O:13])=[CH:4][CH:3]=1. (9) The product is: [CH2:1]([O:3][C:4](=[O:20])[C:5]1[CH:17]=[C:16]([CH:18]=[O:19])[CH:15]=[C:7]([C:8]([N:10]([CH3:14])[CH2:11][CH2:12][CH3:13])=[O:9])[CH:6]=1)[CH3:2]. Given the reactants [CH2:1]([O:3][C:4](=[O:20])[C:5]1[CH:17]=[C:16]([CH2:18][OH:19])[CH:15]=[C:7]([C:8]([N:10]([CH3:14])[CH2:11][CH2:12][CH3:13])=[O:9])[CH:6]=1)[CH3:2].CC(OI1(OC(C)=O)(OC(C)=O)OC(=O)C2C=CC=CC1=2)=O, predict the reaction product. (10) Given the reactants [Cl:1][C:2]1[CH:7]=[CH:6][CH:5]=[C:4]([F:8])[C:3]=1[C:9]1[NH:13][C:12](=[O:14])[N:11]([C:15]2[CH:16]=[CH:17][C:18]([O:24][CH3:25])=[C:19]([CH:23]=2)[C:20]([OH:22])=O)[N:10]=1.C(N(C(C)C)CC)(C)C.CN(C(ON1N=[N:50][C:45]2[CH:46]=[CH:47][CH:48]=CC1=2)=[N+](C)C)C.[B-](F)(F)(F)F.C1(CN)CC1, predict the reaction product. The product is: [Cl:1][C:2]1[CH:7]=[CH:6][CH:5]=[C:4]([F:8])[C:3]=1[C:9]1[NH:13][C:12](=[O:14])[N:11]([C:15]2[CH:16]=[CH:17][C:18]([O:24][CH3:25])=[C:19]([CH:23]=2)[C:20]([NH:50][CH2:45][CH:46]2[CH2:48][CH2:47]2)=[O:22])[N:10]=1.